The task is: Predict the product of the given reaction.. This data is from Forward reaction prediction with 1.9M reactions from USPTO patents (1976-2016). (1) Given the reactants [C:1]1(=[O:7])[CH2:5][CH2:4][C:3](=[O:6])[CH2:2]1.[CH2:8](Br)[C:9]1[CH:14]=[CH:13][CH:12]=[CH:11][CH:10]=1, predict the reaction product. The product is: [CH2:8]([CH:2]1[C:3](=[O:6])[CH2:4][CH2:5][C:1]1=[O:7])[C:9]1[CH:14]=[CH:13][CH:12]=[CH:11][CH:10]=1. (2) Given the reactants [Cl:1][C:2]1[C:3]2[C:10]([I:11])=[C:9](I)[S:8][C:4]=2[N:5]=[CH:6][N:7]=1.C1COCC1.C([Mg]Cl)(C)(C)C, predict the reaction product. The product is: [Cl:1][C:2]1[C:3]2[C:10]([I:11])=[CH:9][S:8][C:4]=2[N:5]=[CH:6][N:7]=1. (3) The product is: [CH2:17]([C:22]1[CH:23]=[C:24]2[C:36]3=[C:37]4[C:27](=[CH:28][CH:29]=[C:30]([CH2:38][O:39][C@@H:5]5[C@H:6]([OH:11])[C@@H:7]([CH2:9][OH:10])[O:8][C@H:4]5[N:3]5[CH:2]=[CH:1][C:15](=[O:16])[NH:14][C:13]5=[O:12])[C:31]4=[CH:32][CH:33]=[C:34]3[CH:35]=1)[CH:26]=[CH:25]2)[C:18]([CH3:21])([CH3:20])[CH3:19]. Given the reactants [CH:1]1[C:15](=[O:16])[N:14]=[C:13]2[N:3]([C@@H:4]3[O:8][C@H:7]([CH2:9][OH:10])[C@@H:6]([OH:11])[C@@H:5]3[O:12]2)[CH:2]=1.[CH2:17]([C:22]1[CH:23]=[C:24]2[C:36]3=[C:37]4[C:27](=[CH:28][CH:29]=[C:30]([CH2:38][OH:39])[C:31]4=[CH:32][CH:33]=[C:34]3[CH:35]=1)[CH:26]=[CH:25]2)[C:18]([CH3:21])([CH3:20])[CH3:19].C([O-])(O)=O.[Na+].C1COCC1, predict the reaction product. (4) Given the reactants [C:1]([C:5]1[CH:6]=[C:7]([CH:11]2[CH2:16][CH:15]([C:17]([OH:19])=O)[CH2:14][CH2:13][N:12]2[C:20]([O:22][CH3:23])=[O:21])[CH:8]=[CH:9][CH:10]=1)([CH3:4])([CH3:3])[CH3:2].N1(C(N2C=CN=C2)=O)C=CN=C1.[CH2:36]([O:38][C:39](=[O:44])[CH2:40]C([O-])=O)[CH3:37].[K+].[Cl-].[Mg+2].[Cl-].Cl, predict the reaction product. The product is: [C:1]([C:5]1[CH:6]=[C:7]([CH:11]2[CH2:16][CH:15]([C:17](=[O:19])[CH2:40][C:39]([O:38][CH2:36][CH3:37])=[O:44])[CH2:14][CH2:13][N:12]2[C:20]([O:22][CH3:23])=[O:21])[CH:8]=[CH:9][CH:10]=1)([CH3:2])([CH3:3])[CH3:4].